From a dataset of Reaction yield outcomes from USPTO patents with 853,638 reactions. Predict the reaction yield, written as a fraction of the theoretical maximum amount of product (1.0 means a 100% yield; for example, 0.34 means a 34% yield). The reactants are [Cl:1][C:2]1[CH:3]=[C:4]([NH:9][C:10]2[N:14]=[C:13]([NH2:15])[NH:12][N:11]=2)[CH:5]=[C:6]([Cl:8])[CH:7]=1.[CH:16]([C:18]1[CH:25]=[CH:24][C:21]([C:22]#[N:23])=[CH:20][CH:19]=1)=O.C(O)(=O)C.Cl. The catalyst is CO. The product is [Cl:1][C:2]1[CH:3]=[C:4]([NH:9][C:10]2[N:14]=[C:13]([NH:15][CH2:16][C:18]3[CH:25]=[CH:24][C:21]([C:22]#[N:23])=[CH:20][CH:19]=3)[NH:12][N:11]=2)[CH:5]=[C:6]([Cl:8])[CH:7]=1. The yield is 0.670.